From a dataset of Forward reaction prediction with 1.9M reactions from USPTO patents (1976-2016). Predict the product of the given reaction. (1) Given the reactants [CH2:1]([O:4][NH:5][C@H:6]1[CH2:11][NH:10][C@H:9]([C:12]([NH2:14])=[O:13])[C:8]([CH3:15])=[C:7]1[CH3:16])[CH:2]=[CH2:3].[CH2:17]([O:20]N1C(=O)N2C[C@H]1C(C)=C[C@H]2CO[Si](C(C)(C)C)(C)C)C=C, predict the reaction product. The product is: [CH2:1]([O:4][N:5]1[C:17](=[O:20])[N:10]2[CH2:11][C@H:6]1[C:7]([CH3:16])=[C:8]([CH3:15])[C@H:9]2[C:12]([NH2:14])=[O:13])[CH:2]=[CH2:3]. (2) Given the reactants O=[C:2]1[CH2:7][CH2:6][CH:5]([N:8]2[C:13](=[O:14])[C:12]([CH2:15][C:16]3[CH:21]=[CH:20][C:19]([C:22]4[CH:27]=[CH:26][CH:25]=[CH:24][C:23]=4[C:28]4[NH:32][C:31](=[O:33])[O:30][N:29]=4)=[CH:18][CH:17]=3)=[C:11]([CH2:34][CH2:35][CH3:36])[N:10]3[N:37]=[CH:38][N:39]=[C:9]23)[CH2:4][CH2:3]1.Cl.[NH2:41][O:42][CH:43]([CH3:45])[CH3:44].N1C=CC=CC=1.Cl, predict the reaction product. The product is: [CH3:44][CH:43]([O:42][N:41]=[C:2]1[CH2:3][CH2:4][CH:5]([N:8]2[C:13](=[O:14])[C:12]([CH2:15][C:16]3[CH:21]=[CH:20][C:19]([C:22]4[CH:27]=[CH:26][CH:25]=[CH:24][C:23]=4[C:28]4[NH:32][C:31](=[O:33])[O:30][N:29]=4)=[CH:18][CH:17]=3)=[C:11]([CH2:34][CH2:35][CH3:36])[N:10]3[N:37]=[CH:38][N:39]=[C:9]23)[CH2:6][CH2:7]1)[CH3:45]. (3) Given the reactants O.O.[Sn](Cl)Cl.[CH3:6][C:7](=[CH2:24])[CH2:8][N:9]1[CH2:14][CH2:13][N:12]([C:15]2[CH:20]=[CH:19][C:18]([N+:21]([O-])=O)=[CH:17][CH:16]=2)[CH2:11][CH2:10]1.CCCCCC, predict the reaction product. The product is: [CH3:24][C:7](=[CH2:6])[CH2:8][N:9]1[CH2:14][CH2:13][N:12]([C:15]2[CH:20]=[CH:19][C:18]([NH2:21])=[CH:17][CH:16]=2)[CH2:11][CH2:10]1. (4) The product is: [Si:11]([O:18][C@@H:19]1[C@@H:24]([CH2:25][CH3:34])[CH2:23][N:22]([C:2]2[CH:7]=[CH:6][N:5]=[CH:4][C:3]=2[N+:8]([O-:10])=[O:9])[CH2:21][C@H:20]1[NH:26][C:27](=[O:33])[O:28][C:29]([CH3:32])([CH3:31])[CH3:30])([C:14]([CH3:17])([CH3:15])[CH3:16])([CH3:13])[CH3:12]. Given the reactants Cl[C:2]1[CH:7]=[CH:6][N:5]=[CH:4][C:3]=1[N+:8]([O-:10])=[O:9].[Si:11]([O:18][C@@H:19]1[C@@H:24]([CH3:25])[CH2:23][NH:22][CH2:21][C@H:20]1[NH:26][C:27](=[O:33])[O:28][C:29]([CH3:32])([CH3:31])[CH3:30])([C:14]([CH3:17])([CH3:16])[CH3:15])([CH3:13])[CH3:12].[CH3:34]C(O)C, predict the reaction product. (5) The product is: [Br:6][C:7]1[CH:15]=[CH:14][CH:13]=[C:12]2[C:8]=1[C:9]([CH:19]=[O:20])=[CH:10][NH:11]2. Given the reactants P(Cl)(Cl)(Cl)=O.[Br:6][C:7]1[CH:15]=[CH:14][CH:13]=[C:12]2[C:8]=1[CH:9]=[CH:10][NH:11]2.CN([CH:19]=[O:20])C, predict the reaction product. (6) The product is: [OH:3][CH2:4][C:6]1[S:10][C:9]([C:11]2[N:16]=[CH:15][CH:14]=[CH:13][N:12]=2)=[N:8][N:7]=1. Given the reactants C([O:3][C:4]([C:6]1[S:10][C:9]([C:11]2[N:16]=[CH:15][CH:14]=[CH:13][N:12]=2)=[N:8][N:7]=1)=O)C.[BH4-].[Na+], predict the reaction product. (7) Given the reactants [Br:1][C:2]1[CH:3]=[C:4]([N+:12]([O-:14])=[O:13])[C:5]2[N:9]=[C:8]([CH3:10])[NH:7][C:6]=2[CH:11]=1.Br[CH2:16][C:17]1[C:26]2[C:21](=[CH:22][CH:23]=[CH:24][CH:25]=2)[CH:20]=[CH:19][CH:18]=1.C([O-])([O-])=O.[K+].[K+], predict the reaction product. The product is: [Br:1][C:2]1[CH:3]=[C:4]([N+:12]([O-:14])=[O:13])[C:5]2[N:9]=[C:8]([CH3:10])[N:7]([CH2:16][C:17]3[C:26]4[C:21](=[CH:22][CH:23]=[CH:24][CH:25]=4)[CH:20]=[CH:19][CH:18]=3)[C:6]=2[CH:11]=1. (8) Given the reactants [C:1]([C:3]1[N:7]2[N:8]=[C:9]([C:12]3[CH:17]=[CH:16][C:15]([C:18]([N:20]4[CH2:25][CH2:24][O:23][CH2:22][CH2:21]4)=[O:19])=[CH:14][CH:13]=3)[CH:10]=[CH:11][C:6]2=[N:5][CH:4]=1)#[CH:2].Br[C:27]1[CH:32]=[CH:31][N:30]=[C:29]2[NH:33][CH:34]=[CH:35][C:28]=12, predict the reaction product. The product is: [NH:33]1[C:29]2=[N:30][CH:31]=[CH:32][C:27]([C:2]#[C:1][C:3]3[N:7]4[N:8]=[C:9]([C:12]5[CH:13]=[CH:14][C:15]([C:18]([N:20]6[CH2:21][CH2:22][O:23][CH2:24][CH2:25]6)=[O:19])=[CH:16][CH:17]=5)[CH:10]=[CH:11][C:6]4=[N:5][CH:4]=3)=[C:28]2[CH:35]=[CH:34]1.